Predict the reaction yield, written as a fraction of the theoretical maximum amount of product (1.0 means a 100% yield; for example, 0.34 means a 34% yield). From a dataset of Reaction yield outcomes from USPTO patents with 853,638 reactions. (1) The reactants are [Cl:1][C:2]1[N:7]=[C:6]([NH:8][CH2:9][CH:10]2[CH2:12][CH2:11]2)[CH:5]=[N:4][CH:3]=1.[CH2:13]([Li])CCC.IC.S([O-])([O-])(=O)=S.[Na+].[Na+]. The catalyst is O1CCCC1. The product is [Cl:1][C:2]1[N:7]=[C:6]([N:8]([CH2:9][CH:10]2[CH2:11][CH2:12]2)[CH3:13])[CH:5]=[N:4][CH:3]=1. The yield is 0.700. (2) The product is [CH:6]1(/[CH:5]=[CH:2]/[CH:1]=[O:3])[CH2:7][CH2:8][CH2:9][CH2:4]1. The yield is 0.580. The reactants are [CH:1](=[O:3])[CH3:2].[CH:4]1[CH:9]=[CH:8][CH:7]=[CH:6][CH:5]=1.C1(C=O)CCCC1. No catalyst specified. (3) The reactants are [CH3:1][O:2][C:3](=[O:32])[C@@H:4]([NH:15][CH2:16][CH2:17][N:18]([CH2:27][CH2:28][C:29]([OH:31])=O)[C:19]1[CH:24]=[CH:23][C:22]([Cl:25])=[C:21]([Cl:26])[CH:20]=1)[CH2:5][CH2:6][O:7][CH2:8][C:9]1[CH:14]=[CH:13][CH:12]=[CH:11][CH:10]=1.Cl.C(N(CC)CC)C.CCN=C=NCCCN(C)C. The catalyst is C(Cl)Cl. The product is [CH3:1][O:2][C:3](=[O:32])[C@@H:4]([N:15]1[C:29](=[O:31])[CH2:28][CH2:27][N:18]([C:19]2[CH:24]=[CH:23][C:22]([Cl:25])=[C:21]([Cl:26])[CH:20]=2)[CH2:17][CH2:16]1)[CH2:5][CH2:6][O:7][CH2:8][C:9]1[CH:14]=[CH:13][CH:12]=[CH:11][CH:10]=1. The yield is 0.770. (4) The reactants are [C:1]([O:5][C:6]([N:8]([CH3:54])[C@@H:9]([CH3:53])[C:10]([NH:12][C@@H:13]([C:49]([CH3:52])([CH3:51])[CH3:50])[C:14]([N:16]1[C@H:25]([C:26]([N:28]([CH2:38][C:39]2[CH:48]=[CH:47][C:42]([C:43]([O:45]C)=[O:44])=[CH:41][CH:40]=2)[C@@H:29]([C:31]2[CH:36]=[CH:35][C:34]([F:37])=[CH:33][CH:32]=2)[CH3:30])=[O:27])[CH2:24][C:23]2[C:18](=[CH:19][CH:20]=[CH:21][CH:22]=2)[CH2:17]1)=[O:15])=[O:11])=[O:7])([CH3:4])([CH3:3])[CH3:2].[Li+].[OH-].Cl. The catalyst is C1COCC1.CO. The product is [C:1]([O:5][C:6]([N:8]([CH3:54])[C@@H:9]([CH3:53])[C:10]([NH:12][C@@H:13]([C:49]([CH3:52])([CH3:51])[CH3:50])[C:14]([N:16]1[C@H:25]([C:26]([N:28]([CH2:38][C:39]2[CH:40]=[CH:41][C:42]([C:43]([OH:45])=[O:44])=[CH:47][CH:48]=2)[C@@H:29]([C:31]2[CH:32]=[CH:33][C:34]([F:37])=[CH:35][CH:36]=2)[CH3:30])=[O:27])[CH2:24][C:23]2[C:18](=[CH:19][CH:20]=[CH:21][CH:22]=2)[CH2:17]1)=[O:15])=[O:11])=[O:7])([CH3:4])([CH3:3])[CH3:2]. The yield is 0.860.